Task: Predict the reaction yield, written as a fraction of the theoretical maximum amount of product (1.0 means a 100% yield; for example, 0.34 means a 34% yield).. Dataset: Reaction yield outcomes from USPTO patents with 853,638 reactions The product is [CH:17]([O:1][C:2]1[CH:3]=[C:4]2[C:8](=[CH:9][CH:10]=1)[NH:7][CH:6]=[CH:5]2)([CH3:19])[CH3:18]. The reactants are [OH:1][C:2]1[CH:3]=[C:4]2[C:8](=[CH:9][CH:10]=1)[NH:7][CH:6]=[CH:5]2.C(=O)([O-])[O-].[K+].[K+].[CH:17](I)([CH3:19])[CH3:18]. The yield is 0.830. The catalyst is C(#N)C.